Predict the reactants needed to synthesize the given product. From a dataset of Full USPTO retrosynthesis dataset with 1.9M reactions from patents (1976-2016). (1) Given the product [C:1]([NH:5][CH2:8][C@@H:9]1[CH2:13][CH2:12][N:11]([C@H:14]([C:16]2[CH:21]=[CH:20][CH:19]=[CH:18][CH:17]=2)[CH3:15])[C@@H:10]1[C:22]([NH2:24])=[O:23])(=[O:4])[CH3:2], predict the reactants needed to synthesize it. The reactants are: [C:1]([OH:4])(=S)[CH3:2].[N:5]([CH2:8][C@@H:9]1[CH2:13][CH2:12][N:11]([C@H:14]([C:16]2[CH:21]=[CH:20][CH:19]=[CH:18][CH:17]=2)[CH3:15])[C@@H:10]1[C:22]([NH2:24])=[O:23])=[N+]=[N-]. (2) Given the product [Cl:41][C:19]1[CH:20]=[CH:21][C:16]([CH2:15][N:14]([C:4]2[CH:3]=[CH:2][CH:13]=[CH:12][C:5]=2[C:6]([NH:8][CH:9]([CH3:11])[CH3:10])=[O:7])[S:37]([C:36]2[N:32]([CH3:31])[N:33]=[CH:34][CH:35]=2)(=[O:39])=[O:38])=[CH:17][CH:18]=1, predict the reactants needed to synthesize it. The reactants are: Cl[C:2]1[CH:13]=[CH:12][C:5]([C:6]([NH:8][CH:9]([CH3:11])[CH3:10])=[O:7])=[C:4]([NH:14][CH2:15][C:16]2[CH:21]=[CH:20][CH:19]=[CH:18][CH:17]=2)[CH:3]=1.C(N(C(C)C)CC)(C)C.[CH3:31][N:32]1[C:36]([S:37](Cl)(=[O:39])=[O:38])=[CH:35][CH:34]=[N:33]1.[Cl:41]CCl. (3) Given the product [CH:1]1([O:4][C:5]2[CH:6]=[C:7]([C:15]3[NH:32][C:18]4[CH:19]=[N:20][N:21]([CH2:24][O:25][CH2:26][CH2:27][Si:28]([CH3:30])([CH3:29])[CH3:31])[C:22](=[O:23])[C:17]=4[C:16]=3[CH2:41][CH2:42][CH2:43][CH2:44][CH3:45])[CH:8]=[CH:9][C:10]=2[O:11][CH:12]([F:14])[F:13])[CH2:3][CH2:2]1, predict the reactants needed to synthesize it. The reactants are: [CH:1]1([O:4][C:5]2[CH:6]=[C:7]([C:15]3[N:32](COCC[Si](C)(C)C)[C:18]4[CH:19]=[N:20][N:21]([CH2:24][O:25][CH2:26][CH2:27][Si:28]([CH3:31])([CH3:30])[CH3:29])[C:22](=[O:23])[C:17]=4[C:16]=3[CH2:41][CH2:42][CH2:43][CH2:44][CH3:45])[CH:8]=[CH:9][C:10]=2[O:11][CH:12]([F:14])[F:13])[CH2:3][CH2:2]1.C1(OC2C=C(C3N(COCC[Si](C)(C)C)C4C=NN(COCC[Si](C)(C)C)C(=O)C=4C=3C)C=CC=2OC(F)F)CC1. (4) Given the product [N:25]1([C:23]2[N:24]=[C:19]([N:18]3[C:12]4[CH:11]=[C:10]([C:8]5[CH:7]=[N:6][N:5]([C:1]([CH3:4])([CH3:3])[CH3:2])[CH:9]=5)[N:15]=[CH:14][C:13]=4[CH:16]=[N:17]3)[CH:20]=[CH:21][CH:22]=2)[CH2:31][CH2:30][CH2:29][NH:28][CH2:27][CH2:26]1, predict the reactants needed to synthesize it. The reactants are: [C:1]([N:5]1[CH:9]=[C:8]([C:10]2[N:15]=[CH:14][C:13]3[CH:16]=[N:17][N:18]([C:19]4[N:24]=[C:23]([N:25]5[CH2:31][CH2:30][CH2:29][N:28](C(OC(C)(C)C)=O)[CH2:27][CH2:26]5)[CH:22]=[CH:21][CH:20]=4)[C:12]=3[CH:11]=2)[CH:7]=[N:6]1)([CH3:4])([CH3:3])[CH3:2].C(O)(C(F)(F)F)=O.N. (5) The reactants are: Br[C:2]1[CH:3]=[C:4]2[C:10]([NH2:11])=[N:9][NH:8][C:5]2=[N:6][CH:7]=1.CC1(C)C(C)(C)OB([C:20]2[CH:34]=[CH:33][C:23]([CH2:24][NH:25][C:26](=[O:32])[O:27][C:28]([CH3:31])([CH3:30])[CH3:29])=[CH:22][CH:21]=2)O1.C(=O)(O)[O-].[Na+]. Given the product [NH2:11][C:10]1[C:4]2[C:5](=[N:6][CH:7]=[C:2]([C:20]3[CH:34]=[CH:33][C:23]([CH2:24][NH:25][C:26](=[O:32])[O:27][C:28]([CH3:29])([CH3:30])[CH3:31])=[CH:22][CH:21]=3)[CH:3]=2)[NH:8][N:9]=1, predict the reactants needed to synthesize it. (6) The reactants are: C[O:2][C:3](=[O:40])[C@@H:4]([NH:14][C:15]([C:17]1[C:18]([CH3:39])=[N:19][C:20]([NH:24][CH2:25][C:26]2[CH:31]=[CH:30][CH:29]=[CH:28][C:27]=2[C:32]2[CH:37]=[CH:36][CH:35]=[C:34]([OH:38])[CH:33]=2)=[N:21][C:22]=1[CH3:23])=[O:16])[CH2:5][NH:6][C:7]([C:9]1[S:10][CH:11]=[CH:12][CH:13]=1)=[O:8].O[Li].O. Given the product [OH:38][C:34]1[CH:33]=[C:32]([C:27]2[CH:28]=[CH:29][CH:30]=[CH:31][C:26]=2[CH2:25][NH:24][C:20]2[N:19]=[C:18]([CH3:39])[C:17]([C:15]([NH:14][C@@H:4]([CH2:5][NH:6][C:7]([C:9]3[S:10][CH:11]=[CH:12][CH:13]=3)=[O:8])[C:3]([OH:40])=[O:2])=[O:16])=[C:22]([CH3:23])[N:21]=2)[CH:37]=[CH:36][CH:35]=1, predict the reactants needed to synthesize it. (7) Given the product [Cl:1][C:2]1[N:6]([CH2:7][CH2:8][OH:9])[C:5]2[C:13]([CH:18]([CH2:21][CH3:22])[CH2:19][CH3:20])=[CH:14][CH:15]=[C:16]([Cl:17])[C:4]=2[N:3]=1, predict the reactants needed to synthesize it. The reactants are: [Cl:1][C:2]1[N:6]([CH2:7][C:8](OCC)=[O:9])[C:5]2[C:13]([CH:18]([CH2:21][CH3:22])[CH2:19][CH3:20])=[CH:14][CH:15]=[C:16]([Cl:17])[C:4]=2[N:3]=1.[BH4-].[Li+]. (8) Given the product [Br:1][C:2]1[S:6][C:5]([C:7]([CH3:12])([CH3:11])[C:8]([N:25]2[CH2:29][CH2:28][CH2:27][CH2:26]2)=[O:10])=[CH:4][C:3]=1[CH3:13], predict the reactants needed to synthesize it. The reactants are: [Br:1][C:2]1[S:6][C:5]([C:7]([CH3:12])([CH3:11])[C:8]([OH:10])=O)=[CH:4][C:3]=1[CH3:13].CN(C)C=O.C(Cl)(=O)C(Cl)=O.[NH:25]1[CH2:29][CH2:28][CH2:27][CH2:26]1.